The task is: Predict the product of the given reaction.. This data is from Forward reaction prediction with 1.9M reactions from USPTO patents (1976-2016). (1) Given the reactants [F:1][C:2]1[CH:7]=[CH:6][C:5]([C:8]2[N:9]=[C:10]([CH3:18])[S:11][C:12]=2[C:13](OCC)=[O:14])=[CH:4][CH:3]=1.[H-].[Al+3].[Li+].[H-].[H-].[H-].O.[OH-].[Na+], predict the reaction product. The product is: [F:1][C:2]1[CH:3]=[CH:4][C:5]([C:8]2[N:9]=[C:10]([CH3:18])[S:11][C:12]=2[CH2:13][OH:14])=[CH:6][CH:7]=1. (2) Given the reactants C(NC(C)C)(C)C.[Li]CCCC.CCCCC.[C:18]([O:22][C:23]([N:25]1[CH2:30][CH2:29][C:28](=[O:31])[CH2:27][CH2:26]1)=[O:24])([CH3:21])([CH3:20])[CH3:19].[F:32][C:33]([F:44])([F:43])[S:34](C(S(N)(=O)=O)C)(=[O:36])=[O:35], predict the reaction product. The product is: [C:18]([O:22][C:23]([N:25]1[CH2:26][CH:27]=[C:28]([O:31][S:34]([C:33]([F:44])([F:43])[F:32])(=[O:36])=[O:35])[CH2:29][CH2:30]1)=[O:24])([CH3:21])([CH3:19])[CH3:20].